From a dataset of Full USPTO retrosynthesis dataset with 1.9M reactions from patents (1976-2016). Predict the reactants needed to synthesize the given product. (1) Given the product [NH2:1][CH2:4][C@@H:5]([OH:21])[CH2:6][N:7]([CH3:20])[S:8]([C:11]1[CH:16]=[CH:15][CH:14]=[CH:13][C:12]=1[N+:17]([O-:19])=[O:18])(=[O:10])=[O:9], predict the reactants needed to synthesize it. The reactants are: [N:1]([CH2:4][C@@H:5]([OH:21])[CH2:6][N:7]([CH3:20])[S:8]([C:11]1[CH:16]=[CH:15][CH:14]=[CH:13][C:12]=1[N+:17]([O-:19])=[O:18])(=[O:10])=[O:9])=[N+]=[N-].C1C=CC(P(C2C=CC=CC=2)C2C=CC=CC=2)=CC=1. (2) Given the product [CH2:1]([O:8][CH2:9][C@@H:10]1[O:11][C@H:12]([C:23](=[O:25])[N:39]([CH3:40])[CH3:37])[CH2:13][N:14]([C:16]([O:18][C:19]([CH3:22])([CH3:21])[CH3:20])=[O:17])[CH2:15]1)[C:2]1[CH:7]=[CH:6][CH:5]=[CH:4][CH:3]=1, predict the reactants needed to synthesize it. The reactants are: [CH2:1]([O:8][CH2:9][C@H:10]1[CH2:15][N:14]([C:16]([O:18][C:19]([CH3:22])([CH3:21])[CH3:20])=[O:17])[CH2:13][C@@H:12]([C:23]([OH:25])=O)[O:11]1)[C:2]1[CH:7]=[CH:6][CH:5]=[CH:4][CH:3]=1.ON1C2C=CC=CC=2N=N1.Cl.[CH2:37]([N:39]=[C:40]=NCCCN(C)C)C.Cl.CNC. (3) Given the product [F:29][C:30]([F:46])([F:47])[C:31]1[CH:45]=[CH:44][C:34]([CH2:35][O:36][C:37]([N:1]2[CH2:6][CH2:5][CH2:4][C@H:3]([C:7]3[CH:8]=[CH:9][C:10]([CH3:18])=[C:11]([C:12]([O:14][CH2:15][CH3:16])=[O:13])[CH:17]=3)[CH2:2]2)=[O:38])=[CH:33][CH:32]=1, predict the reactants needed to synthesize it. The reactants are: [NH:1]1[CH2:6][CH2:5][CH2:4][C@H:3]([C:7]2[CH:8]=[CH:9][C:10]([CH3:18])=[C:11]([CH:17]=2)[C:12]([O:14][CH2:15][CH3:16])=[O:13])[CH2:2]1.C(O)(=O)[C@H]([C@@H](C(O)=O)O)O.[F:29][C:30]([F:47])([F:46])[C:31]1[CH:45]=[CH:44][C:34]([CH2:35][O:36][C:37](N2C=CN=C2)=[O:38])=[CH:33][CH:32]=1.Cl. (4) Given the product [CH3:3]/[C:4](=[CH:8]\[C:9]1[CH:14]=[CH:13][CH:12]=[CH:11][CH:10]=1)/[C:5]([NH2:17])=[O:6], predict the reactants needed to synthesize it. The reactants are: N#N.[CH3:3][C:4](=[CH:8][C:9]1[CH:14]=[CH:13][CH:12]=[CH:11][CH:10]=1)[C:5](O)=[O:6].CC[N:17](CC)CC.ClC(OCC)=O.N. (5) The reactants are: [Cl:1][C:2]1[S:6][C:5]([C:7]([NH:9][CH2:10][C@@H:11]2[O:15][C:14](=[O:16])[N:13]([C:17]3[CH:22]=[C:21]([CH3:23])[C:20]([N:24]4[CH:29]=[CH:28][CH:27]=[C:26]([OH:30])[C:25]4=[O:31])=[C:19]([CH3:32])[CH:18]=3)[CH2:12]2)=[O:8])=[CH:4][CH:3]=1.Br[CH2:34][CH2:35][Cl:36].C(=O)([O-])[O-].[Cs+].[Cs+].O. Given the product [Cl:1][C:2]1[S:6][C:5]([C:7]([NH:9][CH2:10][C@@H:11]2[O:15][C:14](=[O:16])[N:13]([C:17]3[CH:22]=[C:21]([CH3:23])[C:20]([N:24]4[CH:29]=[CH:28][CH:27]=[C:26]([O:30][CH2:34][CH2:35][Cl:36])[C:25]4=[O:31])=[C:19]([CH3:32])[CH:18]=3)[CH2:12]2)=[O:8])=[CH:4][CH:3]=1, predict the reactants needed to synthesize it. (6) Given the product [F:21][C:22]1[CH:23]=[C:24]([CH2:25][O:18][C:15]2[CH:14]=[CH:13][C:12]([C:2]([OH:1])([CH3:11])[CH2:3][NH:4][S:5]([CH:8]([CH3:10])[CH3:9])(=[O:7])=[O:6])=[CH:17][CH:16]=2)[CH:27]=[C:28]([F:30])[CH:29]=1, predict the reactants needed to synthesize it. The reactants are: [OH:1][C:2]([C:12]1[CH:17]=[CH:16][C:15]([OH:18])=[CH:14][CH:13]=1)([CH3:11])[CH2:3][NH:4][S:5]([CH:8]([CH3:10])[CH3:9])(=[O:7])=[O:6].[H-].[Na+].[F:21][C:22]1[CH:23]=[C:24]([CH:27]=[C:28]([F:30])[CH:29]=1)[CH2:25]Br.N[C@H](C(O)=O)CC1C=C2C(C=CC=C2)=CC=1. (7) Given the product [F:1][C:2]1[CH:7]=[C:6]([O:8][CH2:9][CH2:10][C@@H:11]2[CH2:13][C@@H:12]2[CH:14]2[CH2:15][CH2:16][N:17]([C:20]3[N:21]=[CH:22][C:23]([CH2:26][O:27][CH3:28])=[CH:24][N:25]=3)[CH2:18][CH2:19]2)[CH:5]=[C:4]([F:29])[C:3]=1[CH2:30][C:31]([N:35]1[CH2:38][CH:37]([OH:39])[CH2:36]1)=[O:32], predict the reactants needed to synthesize it. The reactants are: [F:1][C:2]1[CH:7]=[C:6]([O:8][CH2:9][CH2:10][C@@H:11]2[CH2:13][C@@H:12]2[CH:14]2[CH2:19][CH2:18][N:17]([C:20]3[N:25]=[CH:24][C:23]([CH2:26][O:27][CH3:28])=[CH:22][N:21]=3)[CH2:16][CH2:15]2)[CH:5]=[C:4]([F:29])[C:3]=1[CH2:30][C:31](O)=[O:32].Cl.[NH:35]1[CH2:38][CH:37]([OH:39])[CH2:36]1.C(N(CC)C(C)C)(C)C.CN(C(ON1N=NC2C=CC=NC1=2)=[N+](C)C)C.F[P-](F)(F)(F)(F)F. (8) The reactants are: [NH2:1][C:2]1[CH:7]=[CH:6][CH:5]=[C:4]([CH3:8])[CH:3]=1.[C:9]([O:17]CC)(=O)[CH2:10][C:11]([O:13]CC)=O. Given the product [CH3:8][C:4]1[CH:3]=[C:2]([NH:1][C:11](=[O:13])[CH2:10][C:9]([NH:1][C:2]2[CH:7]=[CH:6][CH:5]=[C:4]([CH3:8])[CH:3]=2)=[O:17])[CH:7]=[CH:6][CH:5]=1, predict the reactants needed to synthesize it. (9) Given the product [CH2:1]([N:8]1[CH2:17][CH2:16][C:15]2[N:14]=[C:13]([CH3:18])[C:12]([CH:19]([O:24][C:25]([CH3:28])([CH3:27])[CH3:26])[C:20]([OH:22])=[O:21])=[C:11]([C:29]3[CH:30]=[CH:31][C:32]([CH3:35])=[CH:33][CH:34]=3)[C:10]=2[CH2:9]1)[C:2]1[CH:3]=[CH:4][CH:5]=[CH:6][CH:7]=1, predict the reactants needed to synthesize it. The reactants are: [CH2:1]([N:8]1[CH2:17][CH2:16][C:15]2[N:14]=[C:13]([CH3:18])[C:12]([CH:19]([O:24][C:25]([CH3:28])([CH3:27])[CH3:26])[C:20]([O:22]C)=[O:21])=[C:11]([C:29]3[CH:34]=[CH:33][C:32]([CH3:35])=[CH:31][CH:30]=3)[C:10]=2[CH2:9]1)[C:2]1[CH:7]=[CH:6][CH:5]=[CH:4][CH:3]=1.[OH-].[Na+]. (10) Given the product [Cl:11][C:9]1[C:8]([F:12])=[CH:7][C:5]2[N:6]=[C:2]([S:1][C:18]3[O:22][C:21]([CH:23]=[O:24])=[CH:20][CH:19]=3)[NH:3][C:4]=2[CH:10]=1, predict the reactants needed to synthesize it. The reactants are: [SH:1][C:2]1[NH:3][C:4]2[CH:10]=[C:9]([Cl:11])[C:8]([F:12])=[CH:7][C:5]=2[N:6]=1.[H-].[Na+].[N+]([C:18]1[O:22][C:21]([CH:23]=[O:24])=[CH:20][CH:19]=1)([O-])=O.